From a dataset of Forward reaction prediction with 1.9M reactions from USPTO patents (1976-2016). Predict the product of the given reaction. (1) Given the reactants [CH2:1]([C:5]1[C:14]([CH2:15][NH:16][C:17](=[O:23])[O:18][C:19]([CH3:22])([CH3:21])[CH3:20])=[C:13]([C:24]2[CH:29]=[CH:28][C:27]([CH3:30])=[CH:26][CH:25]=2)[C:12]2[C:7](=[CH:8][CH:9]=[C:10](OS(C(F)(F)F)(=O)=O)[CH:11]=2)[N:6]=1)[CH:2]([CH3:4])[CH3:3].[B].[C:40]([O-])(=O)[CH3:41].[K+].Cl[C:46]1[S:47][CH:48]=[CH:49][N:50]=1.[C:51](=[O:54])([O-])[O-:52].[K+].[K+], predict the reaction product. The product is: [C:19]([O:18][C:17]([NH:16][CH2:15][C:14]1[C:5]([CH2:1][CH:2]([CH3:4])[CH3:3])=[N:6][C:7]2[C:12]([C:13]=1[C:24]1[CH:29]=[CH:28][C:27]([CH3:30])=[CH:26][CH:25]=1)=[CH:11][C:10]([C:46]1[S:47][CH:48]=[C:49]([C:51]([O:52][CH2:40][CH3:41])=[O:54])[N:50]=1)=[CH:9][CH:8]=2)=[O:23])([CH3:21])([CH3:20])[CH3:22]. (2) Given the reactants [OH:1][CH:2](S([O-])(=O)=O)[CH2:3][CH2:4][CH:5]([N+:14]([O-:16])=[O:15])[CH2:6][CH2:7][CH:8]([OH:13])S([O-])(=O)=O.[Na+].[Na+].C(O)(=O)C=O.C(=O)(O)[O-].[Na+], predict the reaction product. The product is: [N+:14]([CH:5]([CH2:4][CH2:3][CH:2]=[O:1])[CH2:6][CH2:7][CH:8]=[O:13])([O-:16])=[O:15]. (3) Given the reactants C([SnH](CCCC)CCCC)CCC.N(C(C)(C)C#N)=NC(C)(C)C#N.Br[CH2:27][C:28]1[C:37]([O:38][CH3:39])=[C:36]2[O:40][C:41]([CH3:44])([CH3:43])[CH2:42][C:35]2=[C:34]2[C:29]=1[CH2:30][C:31]([CH3:52])([CH3:51])[N:32]=[C:33]2[C:45]1[CH:50]=[CH:49][CH:48]=[CH:47][CH:46]=1.[Cl:53]C1C=CC=CC=1, predict the reaction product. The product is: [ClH:53].[CH3:39][O:38][C:37]1[C:28]([CH3:27])=[C:29]2[C:34](=[C:35]3[CH2:42][C:41]([CH3:44])([CH3:43])[O:40][C:36]=13)[C:33]([C:45]1[CH:46]=[CH:47][CH:48]=[CH:49][CH:50]=1)=[N:32][C:31]([CH3:52])([CH3:51])[CH2:30]2.